Dataset: Reaction yield outcomes from USPTO patents with 853,638 reactions. Task: Predict the reaction yield, written as a fraction of the theoretical maximum amount of product (1.0 means a 100% yield; for example, 0.34 means a 34% yield). The reactants are [NH2:1][C:2]1[CH:3]=[N:4][NH:5][C:6]=1[N:7]1[CH2:12][CH2:11][CH:10]([CH2:13][NH:14]C(=O)OC(C)(C)C)[CH2:9][CH2:8]1.C(OC([NH:29][C:30]1[S:34][C:33]([C:35]2[C:40]([F:41])=[CH:39][CH:38]=[CH:37][C:36]=2[F:42])=[N:32][C:31]=1[C:43](O)=[O:44])=O)(C)(C)C.[CH3:46]N(C(ON1N=NC2C=CC=NC1=2)=[N+](C)C)C.F[P-](F)(F)(F)(F)F. No catalyst specified. The product is [NH2:29][C:30]1[S:34][C:33]([C:35]2[C:40]([F:41])=[CH:39][CH:38]=[CH:37][C:36]=2[F:42])=[N:32][C:31]=1[C:43]([NH:1][C:2]1[CH:3]=[N:4][N:5]([CH3:46])[C:6]=1[N:7]1[CH2:8][CH2:9][CH:10]([CH2:13][NH2:14])[CH2:11][CH2:12]1)=[O:44]. The yield is 0.210.